From a dataset of Forward reaction prediction with 1.9M reactions from USPTO patents (1976-2016). Predict the product of the given reaction. (1) The product is: [N:69]([CH2:35][CH2:36][O:37][C:38]1([C:53]#[N:54])[CH2:43][CH2:42][N:41]([C:44]2[N:49]=[C:48]([O:50][CH3:51])[CH:47]=[C:46]([CH3:52])[N:45]=2)[CH2:40][CH2:39]1)=[N+:70]=[N-:71]. Given the reactants CC(OC(/N=N/C(OC(C)C)=O)=O)C.C1C=CC(P(C2C=CC=CC=2)C2C=CC=CC=2)=CC=1.O[CH2:35][CH2:36][O:37][C:38]1([C:53]#[N:54])[CH2:43][CH2:42][N:41]([C:44]2[N:49]=[C:48]([O:50][CH3:51])[CH:47]=[C:46]([CH3:52])[N:45]=2)[CH2:40][CH2:39]1.C1C=CC(P([N:69]=[N+:70]=[N-:71])(C2C=CC=CC=2)=O)=CC=1, predict the reaction product. (2) Given the reactants [NH:1]1[C:11]2[C:6](=[CH:7][CH:8]=[CH:9][CH:10]=2)[C:4](=O)[C:2]1=[O:3].[C:12]1([C:22]([NH:24][NH2:25])=[O:23])[C:21]2[C:16](=[CH:17][CH:18]=[CH:19][CH:20]=2)[CH:15]=[CH:14][CH:13]=1, predict the reaction product. The product is: [CH2:2]([N:1]1[C:11]2[C:6](=[CH:7][CH:8]=[CH:9][CH:10]=2)/[C:4](=[N:25]/[NH:24][C:22]([C:12]2[C:21]3[C:16](=[CH:17][CH:18]=[CH:19][CH:20]=3)[CH:15]=[CH:14][CH:13]=2)=[O:23])/[C:2]1=[O:3])[CH2:4][CH2:6][CH2:7][CH2:8][CH3:9]. (3) Given the reactants [Cl:1][C:2]1[CH:3]=[CH:4][C:5]([O:41][CH:42]([F:44])[F:43])=[C:6]([C:8]2[C:12]([NH:13][C:14]([C:16]3[CH:17]=[N:18][N:19]4[CH:24]=[CH:23][CH:22]=[N:21][C:20]=34)=[O:15])=[CH:11][N:10]([CH2:25][C:26]([N:28]3[CH2:33][CH2:32][CH:31]([NH:34][CH2:35][C:36]([O:38]CC)=[O:37])[CH2:30][CH2:29]3)=[O:27])[N:9]=2)[CH:7]=1.[OH-].[K+], predict the reaction product. The product is: [Cl:1][C:2]1[CH:3]=[CH:4][C:5]([O:41][CH:42]([F:43])[F:44])=[C:6]([C:8]2[C:12]([NH:13][C:14]([C:16]3[CH:17]=[N:18][N:19]4[CH:24]=[CH:23][CH:22]=[N:21][C:20]=34)=[O:15])=[CH:11][N:10]([CH2:25][C:26]([N:28]3[CH2:33][CH2:32][CH:31]([NH:34][CH2:35][C:36]([OH:38])=[O:37])[CH2:30][CH2:29]3)=[O:27])[N:9]=2)[CH:7]=1.